From a dataset of Full USPTO retrosynthesis dataset with 1.9M reactions from patents (1976-2016). Predict the reactants needed to synthesize the given product. (1) Given the product [NH2:23][S:17]([C:14]1[CH:15]=[C:16]2[C:11]([CH:10]=[CH:9][CH:8]=[C:7]2[CH2:6][CH2:5][NH:4][C:1](=[O:3])[CH3:2])=[CH:12][CH:13]=1)(=[O:19])=[O:18], predict the reactants needed to synthesize it. The reactants are: [C:1]([NH:4][CH2:5][CH2:6][C:7]1[CH:8]=[CH:9][CH:10]=[C:11]2[C:16]=1[CH:15]=[C:14]([S:17](Cl)(=[O:19])=[O:18])[CH:13]=[CH:12]2)(=[O:3])[CH3:2].C([N:23](CC)CC)C.[OH-].[NH4+]. (2) Given the product [F:32][C:33]1[CH:51]=[CH:50][C:36]([CH2:37][N:38]([CH3:49])[C:39]([C:41]2[CH2:42][N:31]([CH2:30][CH2:29][C:24]3[CH:25]=[CH:26][CH:27]=[CH:28][C:23]=3[F:22])[C:44](=[O:47])[C:45]=2[OH:46])=[O:40])=[CH:35][CH:34]=1, predict the reactants needed to synthesize it. The reactants are: COC(=O)C(O)=CC(=O)N(CC1C=CC(F)=CC=1)C.C=O.[F:22][C:23]1[CH:28]=[CH:27][CH:26]=[CH:25][C:24]=1[CH2:29][CH2:30][NH2:31].[F:32][C:33]1[CH:51]=[CH:50][C:36]([CH2:37][N:38]([CH3:49])[C:39]([C:41]2[CH2:42]N(C)[C:44](=[O:47])[C:45]=2[OH:46])=[O:40])=[CH:35][CH:34]=1.